From a dataset of Full USPTO retrosynthesis dataset with 1.9M reactions from patents (1976-2016). Predict the reactants needed to synthesize the given product. (1) The reactants are: [Br-].[C:2]([C:4]1[CH:9]=[CH:8][CH:7]=[CH:6][C:5]=1[Zn+])#[N:3].[Cu](C#N)C#N.[Br-].[Li+].[Br:18][C:19]1[CH:20]=[C:21]([CH:25]=[CH:26][C:27]=1[F:28])[C:22](Cl)=[O:23]. Given the product [Br:18][C:19]1[CH:20]=[C:21]([CH:25]=[CH:26][C:27]=1[F:28])[C:22]([C:5]1[CH:6]=[CH:7][CH:8]=[CH:9][C:4]=1[C:2]#[N:3])=[O:23], predict the reactants needed to synthesize it. (2) Given the product [CH:17]1([C:2]2[CH:16]=[CH:15][C:5]([O:6][C:7]3[N:12]=[CH:11][C:10]([CH:13]=[O:14])=[CH:9][CH:8]=3)=[CH:4][CH:3]=2)[CH2:19][CH2:18]1, predict the reactants needed to synthesize it. The reactants are: Br[C:2]1[CH:16]=[CH:15][C:5]([O:6][C:7]2[N:12]=[CH:11][C:10]([CH:13]=[O:14])=[CH:9][CH:8]=2)=[CH:4][CH:3]=1.[CH:17]1(B2OC(C)(C)C(C)(C)O2)[CH2:19][CH2:18]1.C(=O)([O-])[O-].[Cs+].[Cs+].C1(C)C=CC=CC=1. (3) Given the product [CH3:1][O:2][C:3]1[C:4]([C:23]([C:26]2[NH:36][C:29]3=[N:30][CH:31]=[C:32]([C:34]#[N:35])[CH:33]=[C:28]3[N:27]=2)([CH3:25])[CH3:24])=[C:5]2[C:9](=[C:10]([CH3:12])[CH:11]=1)[NH:8][CH:7]=[CH:6]2, predict the reactants needed to synthesize it. The reactants are: [CH3:1][O:2][C:3]1[C:4]([C:23]([C:26]2[NH:36][C:29]3=[N:30][CH:31]=[C:32]([C:34]#[N:35])[CH:33]=[C:28]3[N:27]=2)([CH3:25])[CH3:24])=[C:5]2[C:9](=[C:10]([CH3:12])[CH:11]=1)[N:8](S(C1C=CC(C)=CC=1)(=O)=O)[CH:7]=[CH:6]2.[OH-].[K+].CC(C)CCN.Cl.C([O-])(O)=O.[Na+]. (4) Given the product [C:2]1([C:9]2[C:14]3[N:15]=[CH:16][S:17][C:13]=3[CH:12]=[CH:11][CH:10]=2)[CH:7]=[CH:6][CH:5]=[CH:4][CH:3]=1, predict the reactants needed to synthesize it. The reactants are: Br[C:2]1[CH:7]=[CH:6][CH:5]=[CH:4][CH:3]=1.Cl[C:9]1[C:14]2[N:15]=[CH:16][S:17][C:13]=2[CH:12]=[CH:11][CH:10]=1. (5) The reactants are: Cl[CH2:2][C:3]([NH:5][C:6]([CH3:40])([CH3:39])[C:7]([NH:9][CH2:10][CH2:11][N:12]([CH2:26][CH2:27][NH:28][C:29](=[O:38])[C:30]([CH3:37])([NH:32][C:33](=[O:36])[CH2:34]Cl)[CH3:31])[CH2:13][CH2:14][NH:15][C:16](=[O:25])[C:17]([NH:20][C:21](=[O:24])[CH2:22]Cl)([CH3:19])[CH3:18])=[O:8])=[O:4].[K+].[CH2:42]([O:44][C:45]([S-:47])=[S:46])[CH3:43]. Given the product [CH2:42]([O:44][C:45](=[S:47])[S:46][CH2:2][C:3](=[O:4])[NH:5][C:6]([C:7](=[O:8])[NH:9][CH2:10][CH2:11][N:12]([CH2:26][CH2:27][NH:28][C:29](=[O:38])[C:30]([NH:32][C:33](=[O:36])[CH2:34][S:47][C:45]([O:44][CH2:42][CH3:43])=[S:46])([CH3:37])[CH3:31])[CH2:13][CH2:14][NH:15][C:16](=[O:25])[C:17]([CH3:19])([NH:20][C:21](=[O:24])[CH2:22][S:46][C:45]([O:44][CH2:42][CH3:43])=[S:47])[CH3:18])([CH3:40])[CH3:39])[CH3:43], predict the reactants needed to synthesize it. (6) Given the product [F:52][C:49]1([F:51])[CH2:50][CH:47]([O:46][C:44]2[CH:43]=[CH:42][N:41]=[C:40]([CH2:39][C:38]([NH:37][C:34]3[N:33]=[N:32][C:31]([CH2:16][CH2:15][C@@H:14]([F:54])[CH2:13][N:11]4[CH:12]=[C:8]([C:6]([OH:7])=[O:5])[N:9]=[N:10]4)=[CH:36][CH:35]=3)=[O:53])[CH:45]=2)[CH2:48]1, predict the reactants needed to synthesize it. The reactants are: C([O:5][C:6]([C:8]1[N:9]=[N:10][N:11]([CH2:13][C@H:14]([F:54])[CH2:15][C:16]([C:31]2[N:32]=[N:33][C:34]([NH:37][C:38](=[O:53])[CH2:39][C:40]3[CH:45]=[C:44]([O:46][CH:47]4[CH2:50][C:49]([F:52])([F:51])[CH2:48]4)[CH:43]=[CH:42][N:41]=3)=[CH:35][CH:36]=2)(C(OC(C)(C)C)=O)C(OC(C)(C)C)=O)[CH:12]=1)=[O:7])(C)(C)C. (7) Given the product [CH2:1]([O:8][C:9](=[O:23])[CH2:10][C@@H:11]([C:20]([NH:34][CH:30]([C:24]1[CH:29]=[CH:28][CH:27]=[CH:26][CH:25]=1)[CH2:31][CH2:32][CH3:33])=[O:22])[NH:12][C:13]([O:15][C:16]([CH3:17])([CH3:18])[CH3:19])=[O:14])[C:2]1[CH:3]=[CH:4][CH:5]=[CH:6][CH:7]=1, predict the reactants needed to synthesize it. The reactants are: [CH2:1]([O:8][C:9](=[O:23])[CH2:10][C@@H:11]([C:20]([OH:22])=O)[NH:12][C:13]([O:15][C:16]([CH3:19])([CH3:18])[CH3:17])=[O:14])[C:2]1[CH:7]=[CH:6][CH:5]=[CH:4][CH:3]=1.[C:24]1([CH:30]([NH2:34])[CH2:31][CH2:32][CH3:33])[CH:29]=[CH:28][CH:27]=[CH:26][CH:25]=1.CCN=C=NCCCN(C)C.Cl.ON1C2C=CC=CC=2N=N1. (8) Given the product [C:1]([C:5]1[CH:10]=[CH:9][C:8]([S:11]([N:14]([C:15]2[CH:16]=[CH:17][C:18]([CH3:21])=[CH:19][CH:20]=2)[CH2:22][C:23]([N:28]([CH2:29][C:30]2[CH:31]=[CH:32][C:33]([C:34]#[N:35])=[CH:36][CH:37]=2)[CH2:26][CH3:27])=[O:24])(=[O:13])=[O:12])=[CH:7][CH:6]=1)([CH3:3])([CH3:2])[CH3:4], predict the reactants needed to synthesize it. The reactants are: [C:1]([C:5]1[CH:10]=[CH:9][C:8]([S:11]([N:14]([CH2:22][C:23](O)=[O:24])[C:15]2[CH:20]=[CH:19][C:18]([CH3:21])=[CH:17][CH:16]=2)(=[O:13])=[O:12])=[CH:7][CH:6]=1)([CH3:4])([CH3:3])[CH3:2].[CH2:26]([NH:28][CH2:29][C:30]1[CH:37]=[CH:36][C:33]([C:34]#[N:35])=[CH:32][CH:31]=1)[CH3:27].